This data is from Reaction yield outcomes from USPTO patents with 853,638 reactions. The task is: Predict the reaction yield, written as a fraction of the theoretical maximum amount of product (1.0 means a 100% yield; for example, 0.34 means a 34% yield). (1) The reactants are ClC1C=CC(C(C)(C)CC(O)(C(F)(F)F)C=O)=C(OC)C=1F.C(O[C:26](=O)[C:27]([C:43]([F:46])([F:45])[F:44])([OH:42])[CH2:28][C:29]([C:32]1[CH:37]=[CH:36][C:35]([Cl:38])=[C:34]([F:39])[C:33]=1[O:40][CH3:41])([CH3:31])[CH3:30])C.[NH2:48][C:49]1[CH:58]=[CH:57][CH:56]=[C:55]2[C:50]=1[CH:51]=[CH:52][NH:53][C:54]2=[O:59]. The catalyst is CC1C=CC=CC=1C.C(OCC)(=O)C.[Cl-].[Na+].O.CC([O-])C.CC([O-])C.CC([O-])C.CC([O-])C.[Ti+4]. The product is [Cl:38][C:35]1[CH:36]=[CH:37][C:32]([C:29]([CH3:31])([CH3:30])[CH2:28][C:27]([OH:42])([C:43]([F:46])([F:44])[F:45])[CH:26]=[N:48][C:49]2[CH:58]=[CH:57][CH:56]=[C:55]3[C:50]=2[CH:51]=[CH:52][NH:53][C:54]3=[O:59])=[C:33]([O:40][CH3:41])[C:34]=1[F:39]. The yield is 0.304. (2) The reactants are [Cl:1][C:2]1[CH:3]=[CH:4][C:5]([O:11][CH3:12])=[C:6]([B:8]([OH:10])[OH:9])[CH:7]=1.O[C:14]([C:17](O)([CH3:19])[CH3:18])([CH3:16])[CH3:15]. No catalyst specified. The product is [Cl:1][C:2]1[CH:3]=[CH:4][C:5]([O:11][CH3:12])=[C:6]([B:8]2[O:9][C:17]([CH3:19])([CH3:18])[C:14]([CH3:16])([CH3:15])[O:10]2)[CH:7]=1. The yield is 0.570. (3) The reactants are [CH2:1]([OH:7])[CH:2]1[O:6][CH2:5][CH2:4][CH2:3]1.C(N(CC)CC)C.[CH3:15][S:16](Cl)(=[O:18])=[O:17]. The catalyst is ClCCl. The product is [CH3:15][S:16]([O:7][CH2:1][CH:2]1[O:6][CH2:5][CH2:4][CH2:3]1)(=[O:18])=[O:17]. The yield is 0.920. (4) The reactants are [C:1]([N:4]1[C:13]2[C:8](=[CH:9][C:10]([C:14]3[CH:19]=[CH:18][C:17]([CH2:20][CH2:21][C:22]([OH:24])=O)=[CH:16][CH:15]=3)=[CH:11][CH:12]=2)[C@H:7]([NH:25][C:26]2[CH:31]=[CH:30][C:29]([C:32]#[N:33])=[CH:28][N:27]=2)[CH2:6][C@@H:5]1[CH3:34])(=[O:3])[CH3:2].[CH3:35][N:36]([CH3:40])[CH2:37][CH2:38][NH2:39].CN(C(ON1N=NC2C=CC=NC1=2)=[N+](C)C)C.F[P-](F)(F)(F)(F)F.CCN(C(C)C)C(C)C. The catalyst is CN(C=O)C. The product is [C:1]([N:4]1[C:13]2[C:8](=[CH:9][C:10]([C:14]3[CH:19]=[CH:18][C:17]([CH2:20][CH2:21][C:22]([NH:39][CH2:38][CH2:37][N:36]([CH3:40])[CH3:35])=[O:24])=[CH:16][CH:15]=3)=[CH:11][CH:12]=2)[C@H:7]([NH:25][C:26]2[CH:31]=[CH:30][C:29]([C:32]#[N:33])=[CH:28][N:27]=2)[CH2:6][C@@H:5]1[CH3:34])(=[O:3])[CH3:2]. The yield is 0.480. (5) The reactants are [C:1]([N:8]1[CH2:15][CH2:14][CH2:13][C@H:9]1[C:10]([OH:12])=[O:11])([O:3][C:4]([CH3:7])([CH3:6])[CH3:5])=[O:2].C(N(CC)CC)C.ClC(OCC)=O.[CH2:29]([O:36][C:37](=[O:52])[C@H:38]([CH2:40][CH2:41][C:42]([O:44][CH2:45][C:46]1[CH:51]=[CH:50][CH:49]=[CH:48][CH:47]=1)=[O:43])[NH2:39])[C:30]1[CH:35]=[CH:34][CH:33]=[CH:32][CH:31]=1. The catalyst is ClCCl. The product is [C:1]([N:8]1[CH2:15][CH2:14][CH2:13][C@H:9]1[C:10]([OH:12])=[O:11])([O:3][C:4]([CH3:7])([CH3:6])[CH3:5])=[O:2].[CH2:29]([O:36][C:37](=[O:52])[C@H:38]([CH2:40][CH2:41][C:42]([O:44][CH2:45][C:46]1[CH:51]=[CH:50][CH:49]=[CH:48][CH:47]=1)=[O:43])[NH2:39])[C:30]1[CH:31]=[CH:32][CH:33]=[CH:34][CH:35]=1. The yield is 0.950. (6) The reactants are [N:1]1[CH:2]=[CH:3][N:4]2[CH:9]=[CH:8][C:7]([C:10](O)([CH3:12])[CH3:11])=[N:6][C:5]=12.C(N(S(F)(F)[F:20])CC)C. The catalyst is ClCCl. The product is [F:20][C:10]([C:7]1[CH:8]=[CH:9][N:4]2[CH:3]=[CH:2][N:1]=[C:5]2[N:6]=1)([CH3:12])[CH3:11]. The yield is 0.170.